This data is from Full USPTO retrosynthesis dataset with 1.9M reactions from patents (1976-2016). The task is: Predict the reactants needed to synthesize the given product. (1) Given the product [F:15][C:16]1[CH:17]=[CH:18][C:19]([NH:22][C:23]([C:25]2[CH:30]=[C:29]([C:6]#[N:7])[CH:28]=[C:27]([CH2:32][CH3:33])[N:26]=2)=[O:24])=[N:20][CH:21]=1, predict the reactants needed to synthesize it. The reactants are: C(OC([C:6]1C=C(C#N)C=C(C)[N:7]=1)=O)C.[F:15][C:16]1[CH:17]=[CH:18][C:19]([NH:22][C:23]([C:25]2[CH:30]=[C:29](Br)[CH:28]=[C:27]([CH2:32][CH3:33])[N:26]=2)=[O:24])=[N:20][CH:21]=1. (2) The reactants are: Cl.[Br:2][C:3]1[CH:4]=[CH:5][C:6]([S:9](Cl)(=[O:11])=[O:10])=[N:7][CH:8]=1.[NH2:13][CH2:14][CH2:15][OH:16].CCN(CC)CC. Given the product [Br:2][C:3]1[CH:4]=[CH:5][C:6]([S:9]([NH:13][CH2:14][CH2:15][OH:16])(=[O:11])=[O:10])=[N:7][CH:8]=1, predict the reactants needed to synthesize it.